This data is from Full USPTO retrosynthesis dataset with 1.9M reactions from patents (1976-2016). The task is: Predict the reactants needed to synthesize the given product. (1) Given the product [CH3:1][C:2]1[CH:7]=[CH:6][C:5]([CH3:8])=[CH:4][C:3]=1[O:9][CH2:10][CH:11]1[CH2:12][CH2:13][N:14]([S:17](/[CH:20]=[CH:45]/[C:44]2[CH:47]=[CH:48][C:41]([F:40])=[CH:42][CH:43]=2)(=[O:19])=[O:18])[CH2:15][CH2:16]1, predict the reactants needed to synthesize it. The reactants are: [CH3:1][C:2]1[CH:7]=[CH:6][C:5]([CH3:8])=[CH:4][C:3]=1[O:9][CH2:10][CH:11]1[CH2:16][CH2:15][N:14]([S:17]([CH3:20])(=[O:19])=[O:18])[CH2:13][CH2:12]1.[Li+].C[Si]([N-][Si](C)(C)C)(C)C.P(Cl)(OCC)(OCC)=O.[F:40][C:41]1[CH:48]=[CH:47][C:44]([CH:45]=O)=[CH:43][CH:42]=1.[Cl-].[NH4+]. (2) Given the product [CH2:20]([N:10]1[C:5]2[C:6](=[N:7][C:2]([Cl:1])=[CH:3][CH:4]=2)[CH:8]=[C:9]1[C:11]([O:17][CH2:14][C:21]1[CH:26]=[CH:25][CH:24]=[CH:23][CH:22]=1)=[O:28])[C:21]1[CH:26]=[CH:25][CH:24]=[CH:23][CH:22]=1, predict the reactants needed to synthesize it. The reactants are: [Cl:1][C:2]1[N:7]=[C:6]2[CH:8]=[C:9]([C:11](O)=O)[NH:10][C:5]2=[CH:4][CH:3]=1.[C:14]([O-:17])([O-])=O.[Cs+].[Cs+].[CH2:20](Br)[C:21]1[CH:26]=[CH:25][CH:24]=[CH:23][CH:22]=1.[OH2:28].